From a dataset of Forward reaction prediction with 1.9M reactions from USPTO patents (1976-2016). Predict the product of the given reaction. (1) Given the reactants [ClH:1].C(OCC)(=O)C.[CH2:8]([NH:26][C:27](=[O:52])[O:28][C:29]1[CH:34]=[CH:33][CH:32]=[CH:31][C:30]=1[CH2:35][CH2:36][C:37]([N:39]1[CH2:44][CH2:43][N:42]([CH2:45][C:46]2[CH:51]=[CH:50][CH:49]=[CH:48][CH:47]=2)[CH2:41][CH2:40]1)=[O:38])[CH2:9][CH2:10][CH2:11][CH2:12][CH2:13][CH2:14][CH2:15][CH2:16][CH2:17][CH2:18][CH2:19][CH2:20][CH2:21][CH2:22][CH2:23][CH2:24][CH3:25], predict the reaction product. The product is: [ClH:1].[CH2:8]([NH:26][C:27](=[O:52])[O:28][C:29]1[CH:34]=[CH:33][CH:32]=[CH:31][C:30]=1[CH2:35][CH2:36][C:37]([N:39]1[CH2:40][CH2:41][N:42]([CH2:45][C:46]2[CH:51]=[CH:50][CH:49]=[CH:48][CH:47]=2)[CH2:43][CH2:44]1)=[O:38])[CH2:9][CH2:10][CH2:11][CH2:12][CH2:13][CH2:14][CH2:15][CH2:16][CH2:17][CH2:18][CH2:19][CH2:20][CH2:21][CH2:22][CH2:23][CH2:24][CH3:25]. (2) The product is: [CH2:22]([Sn:17]([CH2:13][CH2:14][CH2:15][CH3:16])([CH2:18][CH2:19][CH2:20][CH3:21])[CH2:30][O:29][CH:26]([CH3:28])[CH3:27])[CH2:23][CH2:24][CH3:25]. Given the reactants C(NC(C)C)(C)C.C([Li])CCC.[CH2:13]([SnH:17]([CH2:22][CH2:23][CH2:24][CH3:25])[CH2:18][CH2:19][CH2:20][CH3:21])[CH2:14][CH2:15][CH3:16].[CH:26]([O:29][CH2:30]Cl)([CH3:28])[CH3:27], predict the reaction product.